From a dataset of Forward reaction prediction with 1.9M reactions from USPTO patents (1976-2016). Predict the product of the given reaction. (1) Given the reactants C(N(CC)CC)C.[C:8]([C:12]1[CH:13]=[C:14]([NH2:21])[C:15]([O:19][CH3:20])=[C:16]([NH2:18])[CH:17]=1)([CH3:11])([CH3:10])[CH3:9].[CH3:22][O:23][C:24]1[CH:25]=[C:26]([NH:41][C:42]2[N:47]=[C:46]([O:48][C:49]3[C:58]4[C:53](=[CH:54][CH:55]=[CH:56][CH:57]=4)[C:52]([NH:59][C:60](=O)[O:61]C4C=CC=CC=4)=[CH:51][CH:50]=3)[CH:45]=[CH:44][N:43]=2)[CH:27]=[C:28]([O:30][CH2:31][CH2:32][O:33][CH2:34][CH2:35][O:36][CH2:37][CH2:38][O:39][CH3:40])[CH:29]=1, predict the reaction product. The product is: [NH2:21][C:14]1[C:15]([O:19][CH3:20])=[C:16]([NH:18][C:60]([NH:59][C:52]2[C:53]3[C:58](=[CH:57][CH:56]=[CH:55][CH:54]=3)[C:49]([O:48][C:46]3[CH:45]=[CH:44][N:43]=[C:42]([NH:41][C:26]4[CH:27]=[C:28]([O:30][CH2:31][CH2:32][O:33][CH2:34][CH2:35][O:36][CH2:37][CH2:38][O:39][CH3:40])[CH:29]=[C:24]([O:23][CH3:22])[CH:25]=4)[N:47]=3)=[CH:50][CH:51]=2)=[O:61])[CH:17]=[C:12]([C:8]([CH3:11])([CH3:9])[CH3:10])[CH:13]=1. (2) Given the reactants [OH:1][C:2]([C:9](=[O:27])[NH:10][C@@H:11]1[C:17](=[O:18])[NH:16][C:15]2[CH:19]=[CH:20][CH:21]=[CH:22][C:14]=2[C:13]2[CH:23]=[CH:24][CH:25]=[CH:26][C:12]1=2)([CH2:6][CH2:7][CH3:8])[C:3](O)=[O:4].[CH:28]1([CH2:31]N)[CH2:30][CH2:29]1.O.O[N:35]1C2C=CC=CC=2N=N1.C(N(C(C)C)CC)(C)C.Cl.CN(C)CCCN=C=NCC, predict the reaction product. The product is: [CH:28]1([CH2:31][N:10]([C@@H:11]2[C:17](=[O:18])[NH:16][C:15]3[CH:19]=[CH:20][CH:21]=[CH:22][C:14]=3[C:13]3[CH:23]=[CH:24][CH:25]=[CH:26][C:12]2=3)[C:9](=[O:27])[C:2]([OH:1])([CH2:6][CH2:7][CH3:8])[C:3]([NH2:35])=[O:4])[CH2:30][CH2:29]1. (3) Given the reactants [F:1][C:2]1[CH:3]=[N:4][C:5]([O:11][C:12]2[CH:17]=[CH:16][CH:15]=[C:14]([S:18][CH3:19])[CH:13]=2)=[C:6]([CH:10]=1)[C:7]([OH:9])=O.C(N(CC)CC)C.Cl.[NH2:28][C@@H:29]1[CH2:34][CH2:33][C@H:32]([OH:35])[CH2:31][CH2:30]1.Cl.CN(C)CCCN=C=NCC.ON1C2C=CC=CC=2N=N1, predict the reaction product. The product is: [NH3:4].[F:1][C:2]1[CH:3]=[N:4][C:5]([O:11][C:12]2[CH:17]=[CH:16][CH:15]=[C:14]([S:18][CH3:19])[CH:13]=2)=[C:6]([CH:10]=1)[C:7]([NH:28][C@H:29]1[CH2:34][CH2:33][C@@H:32]([OH:35])[CH2:31][CH2:30]1)=[O:9]. (4) The product is: [NH:28]1[CH2:29][CH:26]([NH:25][C:21]2[CH:20]=[C:19]([F:37])[C:18]([C@@H:5]3[C:6]4[NH:7][C:8]5[C:13]([C:14]=4[CH2:15][C@@H:16]([CH3:17])[N:4]3[CH2:3][C:2]([F:1])([F:40])[CH2:38][OH:39])=[CH:12][CH:11]=[CH:10][CH:9]=5)=[C:23]([F:24])[CH:22]=2)[CH2:27]1. Given the reactants [F:1][C:2]([F:40])([CH2:38][OH:39])[CH2:3][N:4]1[C@H:16]([CH3:17])[CH2:15][C:14]2[C:13]3[C:8](=[CH:9][CH:10]=[CH:11][CH:12]=3)[NH:7][C:6]=2[C@H:5]1[C:18]1[C:23]([F:24])=[CH:22][C:21]([NH:25][CH:26]2[CH2:29][N:28](C(OC(C)(C)C)=O)[CH2:27]2)=[CH:20][C:19]=1[F:37].S(=O)(=O)(O)O.C([O-])(O)=O.[Na+], predict the reaction product. (5) Given the reactants C[O:2][C:3]([C:5]1[C:10]([N:11]2[C:15]([CH3:16])=[CH:14][CH:13]=[C:12]2[CH3:17])=[CH:9][C:8]([C:18]([F:21])([F:20])[F:19])=[C:7]([Br:22])[N:6]=1)=[O:4].[OH-].[Na+].O.Cl, predict the reaction product. The product is: [Br:22][C:7]1[N:6]=[C:5]([C:3]([OH:4])=[O:2])[C:10]([N:11]2[C:15]([CH3:16])=[CH:14][CH:13]=[C:12]2[CH3:17])=[CH:9][C:8]=1[C:18]([F:20])([F:19])[F:21]. (6) Given the reactants [OH:1][CH2:2][CH:3]([CH2:6][CH2:7][OH:8])[CH2:4][OH:5].O.[C:10]1(C)[CH:15]=CC(S(O)(=O)=O)=C[CH:11]=1.C(N(CC)CC)C, predict the reaction product. The product is: [CH3:11][C:10]1([CH3:15])[O:5][CH2:4][CH:3]([CH2:6][CH2:7][OH:8])[CH2:2][O:1]1. (7) The product is: [OH:5][C:6]1[CH:14]=[C:13]([CH3:15])[CH:12]=[CH:11][C:7]=1[C:8]([O:10][CH3:16])=[O:9]. Given the reactants S(Cl)(Cl)=O.[OH:5][C:6]1[CH:14]=[C:13]([CH3:15])[CH:12]=[CH:11][C:7]=1[C:8]([OH:10])=[O:9].[CH3:16]O, predict the reaction product. (8) Given the reactants [F:1][C:2]1[CH:7]=[CH:6][C:5]([C:8]2[N:12]=[C:11]([S:13][CH3:14])[N:10]([CH2:15][CH2:16][O:17][CH3:18])[C:9]=2[C:19]2[CH:24]=[CH:23][N:22]=[C:21]([NH:25][C:26]3[CH:31]=[CH:30][CH:29]=[CH:28][CH:27]=3)[CH:20]=2)=[CH:4][CH:3]=1.ClCCl.[O:35]1CCCC1, predict the reaction product. The product is: [F:1][C:2]1[CH:3]=[CH:4][C:5]([C:8]2[N:12]=[C:11]([S:13]([CH3:14])=[O:35])[N:10]([CH2:15][CH2:16][O:17][CH3:18])[C:9]=2[C:19]2[CH:24]=[CH:23][N:22]=[C:21]([NH:25][C:26]3[CH:31]=[CH:30][CH:29]=[CH:28][CH:27]=3)[CH:20]=2)=[CH:6][CH:7]=1. (9) Given the reactants [CH3:1][C:2]1[N:3]([CH2:14][CH2:15][CH:16]2[CH2:20][CH2:19][CH2:18][N:17]2[CH3:21])[C:4]2[C:9]([CH:10]=1)=[CH:8][C:7]([N+:11]([O-])=O)=[CH:6][CH:5]=2, predict the reaction product. The product is: [CH3:1][C:2]1[N:3]([CH2:14][CH2:15][CH:16]2[CH2:20][CH2:19][CH2:18][N:17]2[CH3:21])[C:4]2[C:9]([CH:10]=1)=[CH:8][C:7]([NH2:11])=[CH:6][CH:5]=2. (10) Given the reactants CC(OI1(OC(C)=O)(OC(C)=O)OC(=O)C2C1=CC=CC=2)=O.[F:23][C:24]1[CH:29]=[CH:28][C:27]([C:30]2[C:39]([CH:40]([OH:51])[C:41]3[CH:46]=[CH:45][C:44]([C:47]([F:50])([F:49])[F:48])=[CH:43][CH:42]=3)=[C:38]([CH:52]([CH3:54])[CH3:53])[CH:37]=[C:36]3[C:31]=2[C:32](=[O:57])[CH2:33][C:34]([CH3:56])([CH3:55])[O:35]3)=[CH:26][CH:25]=1, predict the reaction product. The product is: [F:23][C:24]1[CH:29]=[CH:28][C:27]([C:30]2[C:39]([C:40](=[O:51])[C:41]3[CH:46]=[CH:45][C:44]([C:47]([F:49])([F:50])[F:48])=[CH:43][CH:42]=3)=[C:38]([CH:52]([CH3:53])[CH3:54])[CH:37]=[C:36]3[C:31]=2[C:32](=[O:57])[CH2:33][C:34]([CH3:55])([CH3:56])[O:35]3)=[CH:26][CH:25]=1.